Dataset: Catalyst prediction with 721,799 reactions and 888 catalyst types from USPTO. Task: Predict which catalyst facilitates the given reaction. Reactant: [CH3:1][O:2][C:3]1[CH:4]=[CH:5][C:6]2[NH:12][C:11](=[O:13])[N:10]([CH:14]3[CH2:19][CH2:18][NH:17][CH2:16][CH2:15]3)[CH2:9][CH2:8][C:7]=2[CH:20]=1.Cl[C:22]1[N:27]=[C:26]([CH3:28])[N:25]=[C:24]([C:29]([C:31]2[CH:40]=[C:39]([CH3:41])[C:34]3[NH:35][C:36](=[O:38])[O:37][C:33]=3[CH:32]=2)=[O:30])[CH:23]=1.CCN(C(C)C)C(C)C. Product: [CH3:1][O:2][C:3]1[CH:4]=[CH:5][C:6]2[NH:12][C:11](=[O:13])[N:10]([CH:14]3[CH2:19][CH2:18][N:17]([C:22]4[CH:23]=[C:24]([C:29]([C:31]5[CH:40]=[C:39]([CH3:41])[C:34]6[NH:35][C:36](=[O:38])[O:37][C:33]=6[CH:32]=5)=[O:30])[N:25]=[C:26]([CH3:28])[N:27]=4)[CH2:16][CH2:15]3)[CH2:9][CH2:8][C:7]=2[CH:20]=1. The catalyst class is: 3.